This data is from Full USPTO retrosynthesis dataset with 1.9M reactions from patents (1976-2016). The task is: Predict the reactants needed to synthesize the given product. Given the product [NH:18]1[C:19]2[C:24](=[CH:23][CH:22]=[CH:21][CH:20]=2)[C:16]([CH2:15][CH2:14][N:13]2[C:27](=[O:28])[C:26]([OH:25])=[C:32]([C:33](=[O:37])[CH:34]([CH3:36])[CH3:35])[CH:1]2[C:3]2[CH:12]=[CH:11][C:6]([C:7]([O:9][CH3:10])=[O:8])=[CH:5][CH:4]=2)=[CH:17]1, predict the reactants needed to synthesize it. The reactants are: [CH:1]([C:3]1[CH:12]=[CH:11][C:6]([C:7]([O:9][CH3:10])=[O:8])=[CH:5][CH:4]=1)=O.[NH2:13][CH2:14][CH2:15][C:16]1[C:24]2[C:19](=[CH:20][CH:21]=[CH:22][CH:23]=2)[NH:18][CH:17]=1.[OH:25]/[C:26](=[CH:32]\[C:33](=[O:37])[CH:34]([CH3:36])[CH3:35])/[C:27](OCC)=[O:28].